Task: Predict the reactants needed to synthesize the given product.. Dataset: Full USPTO retrosynthesis dataset with 1.9M reactions from patents (1976-2016) Given the product [C:6]([O:5][C:3](=[O:10])[NH:4][C@H:63]([C:64]1[CH:69]=[CH:68][CH:67]=[C:66]([N:83]2[CH2:88][CH2:87][O:86][CH2:85][CH2:84]2)[CH:65]=1)[CH2:52][OH:51])([CH3:9])([CH3:8])[CH3:7], predict the reactants needed to synthesize it. The reactants are: [OH-].[Na+].[C:3](=[O:10])([O:5][C:6]([CH3:9])([CH3:8])[CH3:7])[NH2:4].ClOC(C)(C)C.CC[C@@H]1[C@@H]2C[C@H]([C@@H:52]([O:51]C3C4C(=CC=CC=4)C([O:51][C@@H:52]([C:63]4C=CN=[C:69]5[C:64]=4[CH:65]=[C:66](OC)[CH:67]=[CH:68]5)[C@@H]4N5C[C@H](CC)[C@@H](CC5)C4)=NN=3)[C:63]3C=CN=[C:69]4[C:64]=3[CH:65]=[C:66](OC)[CH:67]=[CH:68]4)N(CC2)C1.C(C1C=C([N:83]2[CH2:88][CH2:87][O:86][CH2:85][CH2:84]2)C=CC=1)=C.